From a dataset of Full USPTO retrosynthesis dataset with 1.9M reactions from patents (1976-2016). Predict the reactants needed to synthesize the given product. (1) Given the product [Cl:1][C:2]1[CH:7]=[CH:6][C:5]([C:8]2[N:9]=[C:10]([CH2:13][N:14]3[CH:18]=[C:17]([C:19]([OH:21])=[O:20])[CH:16]=[N:15]3)[S:11][CH:12]=2)=[CH:4][CH:3]=1, predict the reactants needed to synthesize it. The reactants are: [Cl:1][C:2]1[CH:7]=[CH:6][C:5]([C:8]2[N:9]=[C:10]([CH2:13][N:14]3[CH:18]=[C:17]([C:19]([O:21]CC)=[O:20])[CH:16]=[N:15]3)[S:11][CH:12]=2)=[CH:4][CH:3]=1.[OH-].[Li+]. (2) Given the product [NH3:4].[OH:40][CH:39]([CH2:41][OH:34])[CH2:38][NH:4][C:5]1[C:10]([CH3:11])=[CH:9][C:8]([CH2:12][CH2:13][C:14]([C:16]2[S:17][C:18]([CH2:27][CH3:28])=[C:19]3[CH2:24][C:23]([CH3:26])([CH3:25])[CH2:22][CH2:21][C:20]=23)=[O:15])=[CH:7][C:6]=1[CH3:29], predict the reactants needed to synthesize it. The reactants are: C([NH:4][C:5]1[C:10]([CH3:11])=[CH:9][C:8]([CH2:12][CH2:13][C:14]([C:16]2[S:17][C:18]([CH2:27][CH3:28])=[C:19]3[CH2:24][C:23]([CH3:26])([CH3:25])[CH2:22][CH2:21][C:20]=23)=[O:15])=[CH:7][C:6]=1[CH3:29])C=C.C[N+]1([O-])CC[O:34]CC1.[CH3:38][C:39]([CH3:41])=[O:40].